The task is: Predict the reactants needed to synthesize the given product.. This data is from Full USPTO retrosynthesis dataset with 1.9M reactions from patents (1976-2016). (1) The reactants are: [Cl:1][C:2]1[CH:7]=[C:6]([Cl:8])[CH:5]=[CH:4][C:3]=1I.[CH3:10][CH2:11]N(CC)CC.C[Si](C#C)(C)C.CCCC[N+](CCCC)(CCCC)CCCC.[F-].[Cl:41][C:42]1[CH:43]=[C:44](I)[C:45]([OH:52])=[C:46]([CH:51]=1)[C:47]([O:49][CH3:50])=[O:48]. Given the product [Cl:41][C:42]1[CH:51]=[C:46]([C:47]([O:49][CH3:50])=[O:48])[C:45]2[O:52][C:11]([C:3]3[CH:4]=[CH:5][C:6]([Cl:8])=[CH:7][C:2]=3[Cl:1])=[CH:10][C:44]=2[CH:43]=1, predict the reactants needed to synthesize it. (2) Given the product [C:1]([O:5][C:6]([N:8]1[CH2:13][CH2:12][CH:11]([NH:14][S:15]([C:18]2[CH:23]=[CH:22][C:21]([Cl:24])=[CH:20][C:19]=2[NH:25][C:27]2([CH2:38][C:39]3[CH:44]=[CH:43][CH:42]=[C:41]([Cl:45])[CH:40]=3)[C:35]3[C:30](=[CH:31][C:32]([Cl:36])=[CH:33][CH:34]=3)[NH:29][C:28]2=[O:37])(=[O:16])=[O:17])[CH2:10][CH2:9]1)=[O:7])([CH3:4])([CH3:2])[CH3:3], predict the reactants needed to synthesize it. The reactants are: [C:1]([O:5][C:6]([N:8]1[CH2:13][CH2:12][CH:11]([NH:14][S:15]([C:18]2[CH:23]=[CH:22][C:21]([Cl:24])=[CH:20][C:19]=2[NH2:25])(=[O:17])=[O:16])[CH2:10][CH2:9]1)=[O:7])([CH3:4])([CH3:3])[CH3:2].Br[C:27]1([CH2:38][C:39]2[CH:44]=[CH:43][CH:42]=[C:41]([Cl:45])[CH:40]=2)[C:35]2[C:30](=[CH:31][C:32]([Cl:36])=[CH:33][CH:34]=2)[NH:29][C:28]1=[O:37].C([O-])([O-])=O.[K+].[K+]. (3) Given the product [Br:33][C:34]1[CH:39]=[CH:38][C:37]([CH2:41][CH3:42])=[C:36]([CH:4]2[C:5](=[O:12])[CH:6]3[C:9]([CH3:10])([CH3:11])[C:2]([CH3:1])([CH2:8][CH2:7]3)[C:3]2=[O:13])[CH:35]=1, predict the reactants needed to synthesize it. The reactants are: [CH3:1][C:2]12[C:9]([CH3:11])([CH3:10])[CH:6]([CH2:7][CH2:8]1)[C:5](=[O:12])[CH2:4][C:3]2=[O:13].C1(C)C=CC=CC=1.C([O-])(=O)C.C([O-])(=O)C.C([O-])(=O)C.[Br:33][C:34]1[CH:35]=[CH:36][C:37]([CH2:41][CH3:42])=[C:38]([Pb+3])[CH:39]=1.Cl. (4) Given the product [Cl:1][C:2]1[N:7]=[C:6]([C:8]2[CH:19]=[CH:18][C:11]3[N:12]([CH2:15][CH2:16][NH:17][C:29](=[O:31])[CH3:30])[CH:13]=[N:14][C:10]=3[CH:9]=2)[CH:5]=[C:4]([CH:20]2[CH2:22][CH2:21]2)[CH:3]=1, predict the reactants needed to synthesize it. The reactants are: [Cl:1][C:2]1[N:7]=[C:6]([C:8]2[CH:19]=[CH:18][C:11]3[N:12]([CH2:15][CH2:16][NH2:17])[CH:13]=[N:14][C:10]=3[CH:9]=2)[CH:5]=[C:4]([CH:20]2[CH2:22][CH2:21]2)[CH:3]=1.N1C=CC=CC=1.[C:29](OC(=O)C)(=[O:31])[CH3:30].C(=O)([O-])O.[Na+]. (5) The reactants are: [NH2:1][CH2:2][C@H:3]([NH:8][C:9]([O:11][C:12]([CH3:15])([CH3:14])[CH3:13])=[O:10])[C:4]([O:6][CH3:7])=[O:5].CCN(C(C)C)C(C)C.[N+:25]([C:28]1[CH:33]=[CH:32][CH:31]=[CH:30][C:29]=1[S:34](Cl)(=[O:36])=[O:35])([O-:27])=[O:26]. Given the product [C:12]([O:11][C:9]([NH:8][C@@H:3]([CH2:2][NH:1][S:34]([C:29]1[CH:30]=[CH:31][CH:32]=[CH:33][C:28]=1[N+:25]([O-:27])=[O:26])(=[O:35])=[O:36])[C:4]([O:6][CH3:7])=[O:5])=[O:10])([CH3:15])([CH3:14])[CH3:13], predict the reactants needed to synthesize it. (6) Given the product [OH:11]/[CH:10]=[C:4](/[CH2:5][CH3:6])\[C:3]([O:8][CH3:9])=[O:7], predict the reactants needed to synthesize it. The reactants are: [H-].[Na+].[C:3]([O:8][CH3:9])(=[O:7])[CH2:4][CH2:5][CH3:6].[CH:10](OC)=[O:11]. (7) Given the product [CH2:12]([O:14][CH:15]([O:16][CH2:17][CH3:18])[N:1]1[C:9]2[C:4](=[CH:5][CH:6]=[CH:7][CH:8]=2)[C:3]([C:10]#[N:11])=[CH:2]1)[CH3:13], predict the reactants needed to synthesize it. The reactants are: [NH:1]1[C:9]2[C:4](=[CH:5][CH:6]=[CH:7][CH:8]=2)[C:3]([C:10]#[N:11])=[CH:2]1.[CH2:12]([O:14][CH:15](OCC)[O:16][CH2:17][CH3:18])[CH3:13]. (8) The reactants are: [S:1](Cl)(Cl)(=[O:3])=[O:2].[N:6]1[CH:11]=[CH:10][CH:9]=[CH:8][CH:7]=1.[OH2:12]. Given the product [N+:6]1([S:1]([O-:3])(=[O:12])=[O:2])[CH:11]=[CH:10][CH:9]=[CH:8][CH:7]=1, predict the reactants needed to synthesize it.